This data is from Reaction yield outcomes from USPTO patents with 853,638 reactions. The task is: Predict the reaction yield, written as a fraction of the theoretical maximum amount of product (1.0 means a 100% yield; for example, 0.34 means a 34% yield). (1) The reactants are [CH3:1][N:2]1[C:10]2[C:5](=[C:6]([CH:11]([NH2:13])[CH3:12])[CH:7]=[CH:8][CH:9]=2)[CH:4]=[CH:3]1.C([BH3-])#N.[Na+]. The catalyst is C(O)(=O)C. The product is [CH3:1][N:2]1[C:10]2[C:5](=[C:6]([CH:11]([NH2:13])[CH3:12])[CH:7]=[CH:8][CH:9]=2)[CH2:4][CH2:3]1. The yield is 0.780. (2) The reactants are [CH:1]1[C:6]([C:7]([F:10])([F:9])[F:8])=[CH:5][C:4]([N:11]=[C:12]=[O:13])=[CH:3][C:2]=1[C:14]([F:17])([F:16])[F:15].[Cl:18][C:19]1[CH:27]=[C:26]2[C:22]([CH2:23][C:24](=[O:28])[NH:25]2)=[CH:21][CH:20]=1.Cl. The catalyst is O1CCCC1.C(N(CC)CC)C. The product is [F:17][C:14]([F:15])([F:16])[C:2]1[CH:3]=[C:4]([NH:11][C:12]([C:23]2[C:22]3[C:26](=[CH:27][C:19]([Cl:18])=[CH:20][CH:21]=3)[NH:25][C:24]=2[OH:28])=[O:13])[CH:5]=[C:6]([C:7]([F:10])([F:8])[F:9])[CH:1]=1. The yield is 0.407. (3) The yield is 0.490. The reactants are C[O:2][C:3](=[O:21])[C:4]1[CH:9]=[CH:8][C:7]([NH:10][C:11]2[C:12]3[N:13]([N:18]=[CH:19][N:20]=3)[C:14]([Br:17])=[CH:15][N:16]=2)=[CH:6][CH:5]=1.O.[OH-].[Li+].CO. The catalyst is C1COCC1.O. The product is [Br:17][C:14]1[N:13]2[N:18]=[CH:19][N:20]=[C:12]2[C:11]([NH:10][C:7]2[CH:6]=[CH:5][C:4]([C:3]([OH:21])=[O:2])=[CH:9][CH:8]=2)=[N:16][CH:15]=1. (4) The reactants are CCN(C(C)C)C(C)C.[C:10]1([CH2:16][CH2:17][CH2:18][N:19]2[CH2:24][CH2:23][CH:22]([C:25]([OH:27])=O)[CH2:21][CH2:20]2)[CH:15]=[CH:14][CH:13]=[CH:12][CH:11]=1.C1C=CC2N(O)N=NC=2C=1.CCN=C=NCCCN(C)C.FC(F)(F)C(O)=O.[NH2:56][CH2:57][C:58]([N:60]1[CH2:65][CH2:64][N:63]([C:66](=[O:77])[C:67]2[CH:72]=[CH:71][CH:70]=[CH:69][C:68]=2[C:73]([F:76])([F:75])[F:74])[CH2:62][CH2:61]1)=[O:59]. The catalyst is CN(C=O)C.O. The product is [O:59]=[C:58]([N:60]1[CH2:61][CH2:62][N:63]([C:66](=[O:77])[C:67]2[CH:72]=[CH:71][CH:70]=[CH:69][C:68]=2[C:73]([F:76])([F:75])[F:74])[CH2:64][CH2:65]1)[CH2:57][NH:56][C:25]([CH:22]1[CH2:21][CH2:20][N:19]([CH2:18][CH2:17][CH2:16][C:10]2[CH:11]=[CH:12][CH:13]=[CH:14][CH:15]=2)[CH2:24][CH2:23]1)=[O:27]. The yield is 0.572.